This data is from Forward reaction prediction with 1.9M reactions from USPTO patents (1976-2016). The task is: Predict the product of the given reaction. (1) Given the reactants [Cl:1][C:2]1[CH:3]=[C:4]([CH:7]=[C:8]([C:10]([C:12]2[NH:13][C:14](=[O:22])[NH:15][C:16](=[O:21])[C:17]=2[CH:18]([CH3:20])[CH3:19])=[O:11])[CH:9]=1)[C:5]#[N:6].C(=O)([O-])[O-].[K+].[K+].[I-].[Li+].Cl[CH2:32][C:33]1[CH:38]=[C:37]([CH3:39])[N:36]=[C:35]([N:40]2[C:48](=[O:49])[C:47]3[C:42](=[CH:43][CH:44]=[CH:45][CH:46]=3)[C:41]2=[O:50])[CH:34]=1, predict the reaction product. The product is: [Cl:1][C:2]1[CH:3]=[C:4]([CH:7]=[C:8]([C:10]([C:12]2[N:13]([CH2:32][C:33]3[CH:38]=[C:37]([CH3:39])[N:36]=[C:35]([N:40]4[C:48](=[O:49])[C:47]5[C:42](=[CH:43][CH:44]=[CH:45][CH:46]=5)[C:41]4=[O:50])[CH:34]=3)[C:14](=[O:22])[NH:15][C:16](=[O:21])[C:17]=2[CH:18]([CH3:20])[CH3:19])=[O:11])[CH:9]=1)[C:5]#[N:6]. (2) The product is: [CH3:8][C@@:9]12[C@H:19]3[C@@H:20]([OH:33])[CH2:21][C@:22]4([CH3:32])[C@@:26]([OH:31])([C:27]([CH2:29][OH:30])=[O:28])[CH2:25][CH2:24][C@H:23]4[C@@H:18]3[CH2:17][CH2:16][C:15]1=[CH:14][C:12](=[O:13])[CH2:11][CH2:10]2.[Cl:1][CH2:2][CH2:3][CH2:4][C:5]([O-:6])=[O:13]. Given the reactants [Cl:1][CH2:2][CH2:3][CH2:4][C:5](Cl)=[O:6].[CH3:8][C@@:9]12[C@H:19]3[C@@H:20]([OH:33])[CH2:21][C@:22]4([CH3:32])[C@@:26]([OH:31])([C:27]([CH2:29][OH:30])=[O:28])[CH2:25][CH2:24][C@H:23]4[C@@H:18]3[CH2:17][CH2:16][C:15]1=[CH:14][C:12](=[O:13])[CH2:11][CH2:10]2, predict the reaction product. (3) Given the reactants [CH2:1]([NH:5][C:6]1[CH:7]=[CH:8][C:9]2[N:10]([C:12](B(O)O)=[CH:13][N:14]=2)[N:11]=1)[CH2:2][CH2:3][CH3:4].Br[C:19]1[CH:20]=[CH:21][C:22]([CH2:25][NH2:26])=[N:23][CH:24]=1.[C:27](=[O:30])([O-])[O-:28].[K+].[K+], predict the reaction product. The product is: [C:27]([OH:28])(=[O:30])[CH3:1].[NH2:26][CH2:25][C:22]1[N:23]=[CH:24][C:19]([C:12]2[N:10]3[N:11]=[C:6]([NH:5][CH2:1][CH2:2][CH2:3][CH3:4])[CH:7]=[CH:8][C:9]3=[N:14][CH:13]=2)=[CH:20][CH:21]=1. (4) Given the reactants [CH3:1][S:2]([C:5]1[CH:10]=[CH:9][C:8]([OH:11])=[CH:7][CH:6]=1)(=[O:4])=[O:3].[H-].[Na+].[Cl:14][C:15]1[CH:31]=[C:30]([Cl:32])[CH:29]=[CH:28][C:16]=1[CH2:17][NH:18][C:19](=[O:27])[C:20]1[CH:25]=[CH:24][C:23](F)=[N:22][CH:21]=1, predict the reaction product. The product is: [Cl:14][C:15]1[CH:31]=[C:30]([Cl:32])[CH:29]=[CH:28][C:16]=1[CH2:17][NH:18][C:19](=[O:27])[C:20]1[CH:25]=[CH:24][C:23]([O:11][C:8]2[CH:9]=[CH:10][C:5]([S:2]([CH3:1])(=[O:3])=[O:4])=[CH:6][CH:7]=2)=[N:22][CH:21]=1. (5) Given the reactants C(O[C:6]([N:8]1[CH2:13][CH2:12][N:11]([S:14]([C:17]2[NH:18][C:19]3[C:24]([CH:25]=2)=[CH:23][C:22]([Cl:26])=[CH:21][CH:20]=3)(=[O:16])=[O:15])[CH2:10][CH:9]1[CH2:27][C:28]([N:30]1[CH2:35][CH2:34][O:33][CH2:32][CH2:31]1)=[O:29])=[O:7])(C)(C)C.Cl.C(O)C.ON1C2C=CC=CC=2N=N1.Cl.CN(C)CCCN=C=NCC.[CH3:62][CH:63]1[NH:68][CH2:67][C:66]2[S:69][C:70](C([O-])=O)=[N:71][C:65]=2[CH2:64]1.[Li+].CN1CCOCC1, predict the reaction product. The product is: [ClH:26].[Cl:26][C:22]1[CH:23]=[C:24]2[C:19](=[CH:20][CH:21]=1)[NH:18][C:17]([S:14]([N:11]1[CH2:12][CH2:13][N:8]([C:6]([C:70]3[S:69][C:66]4[CH2:67][NH:68][CH:63]([CH3:62])[CH2:64][C:65]=4[N:71]=3)=[O:7])[CH:9]([CH2:27][C:28]([N:30]3[CH2:35][CH2:34][O:33][CH2:32][CH2:31]3)=[O:29])[CH2:10]1)(=[O:16])=[O:15])=[CH:25]2. (6) Given the reactants [CH3:1][C:2]([O:5][C@H:6]([CH3:33])[C@@H:7]([C:29]([O:31][CH3:32])=[O:30])[NH:8][C:9]([C:11]1[CH:16]=[CH:15][C:14]([C:17]2[CH:22]=[CH:21][C:20]([O:23][CH3:24])=[C:19]([F:25])[CH:18]=2)=[CH:13][C:12]=1[N+:26]([O-])=O)=[O:10])([CH3:4])[CH3:3], predict the reaction product. The product is: [NH2:26][C:12]1[CH:13]=[C:14]([C:17]2[CH:22]=[CH:21][C:20]([O:23][CH3:24])=[C:19]([F:25])[CH:18]=2)[CH:15]=[CH:16][C:11]=1[C:9]([NH:8][C@H:7]([C:29]([O:31][CH3:32])=[O:30])[C@@H:6]([CH3:33])[O:5][C:2]([CH3:4])([CH3:3])[CH3:1])=[O:10]. (7) Given the reactants [CH:1]([CH:3]=[CH2:4])=[O:2].[O:5]=[C:6]1[CH2:10][CH2:9][CH2:8][CH:7]1[C:11]([O:13][C:14]([CH3:17])([CH3:16])[CH3:15])=[O:12], predict the reaction product. The product is: [O:5]=[C:6]1[CH2:10][CH2:9][CH2:8][C@@:7]1([CH2:4][CH2:3][CH:1]=[O:2])[C:11]([O:13][C:14]([CH3:17])([CH3:16])[CH3:15])=[O:12]. (8) Given the reactants [NH2:1][C:2]1[CH:7]=[C:6]([O:8][CH2:9][CH3:10])[N:5]=[C:4]([C:11]([OH:13])=O)[CH:3]=1.NC1C(C#N)=C(OCC)N=C(C(O)=O)C=1.[C:29]1([C:35]2[CH:39]=[C:38]([CH2:40][N:41]3[CH2:46][CH2:45][CH:44]([CH2:47][NH2:48])[CH2:43][CH2:42]3)[O:37][N:36]=2)[CH:34]=[CH:33][CH:32]=[CH:31][CH:30]=1, predict the reaction product. The product is: [NH2:1][C:2]1[CH:7]=[C:6]([O:8][CH2:9][CH3:10])[N:5]=[C:4]([C:11]([NH:48][CH2:47][CH:44]2[CH2:43][CH2:42][N:41]([CH2:40][C:38]3[O:37][N:36]=[C:35]([C:29]4[CH:34]=[CH:33][CH:32]=[CH:31][CH:30]=4)[CH:39]=3)[CH2:46][CH2:45]2)=[O:13])[CH:3]=1. (9) Given the reactants [NH2:1][C:2]1[C:10]2[C:5](=[CH:6][CH:7]=[C:8]([C:11]([O:13]C)=[O:12])[CH:9]=2)[N:4]([CH2:15][C:16]2[CH:17]=[C:18]([Cl:29])[CH:19]=[C:20]3[C:24]=2[N:23]([CH2:25][CH:26]([CH3:28])[CH3:27])[N:22]=[CH:21]3)[N:3]=1.[OH-].[Li+].O.CO, predict the reaction product. The product is: [NH2:1][C:2]1[C:10]2[C:5](=[CH:6][CH:7]=[C:8]([C:11]([OH:13])=[O:12])[CH:9]=2)[N:4]([CH2:15][C:16]2[CH:17]=[C:18]([Cl:29])[CH:19]=[C:20]3[C:24]=2[N:23]([CH2:25][CH:26]([CH3:27])[CH3:28])[N:22]=[CH:21]3)[N:3]=1.